From a dataset of Catalyst prediction with 721,799 reactions and 888 catalyst types from USPTO. Predict which catalyst facilitates the given reaction. (1) Reactant: [OH:1][C:2]1[CH:3]=[C:4]([CH:9]=[CH:10][C:11]=1[N+:12]([O-:14])=[O:13])[C:5]([O:7][CH3:8])=[O:6].Br[CH2:16][CH3:17].C(=O)([O-])[O-].[K+].[K+]. Product: [CH3:8][O:7][C:5](=[O:6])[C:4]1[CH:9]=[CH:10][C:11]([N+:12]([O-:14])=[O:13])=[C:2]([O:1][CH2:16][CH3:17])[CH:3]=1. The catalyst class is: 10. (2) Reactant: C(OC([N:11]1[CH2:16][CH2:15][N:14]([C:17](=[O:31])[CH2:18][N:19]2[CH2:23][CH2:22][CH2:21][C@H:20]2[C:24]([O:26][C:27]([CH3:30])([CH3:29])[CH3:28])=[O:25])[CH2:13][CH2:12]1)=O)C1C=CC=CC=1. The catalyst class is: 19. Product: [C:27]([O:26][C:24]([C@@H:20]1[CH2:21][CH2:22][CH2:23][N:19]1[CH2:18][C:17](=[O:31])[N:14]1[CH2:15][CH2:16][NH:11][CH2:12][CH2:13]1)=[O:25])([CH3:30])([CH3:28])[CH3:29]. (3) Product: [O:13]1[C:17]2[CH:18]=[CH:19][C:20]([CH:22]3[C:5]4[NH:6][C:7]5[C:12](=[CH:11][CH:10]=[CH:9][CH:8]=5)[C:4]=4[CH2:3][CH2:2][NH:1]3)=[CH:21][C:16]=2[CH2:15][CH2:14]1. The catalyst class is: 308. Reactant: [NH2:1][CH2:2][CH2:3][C:4]1[C:12]2[C:7](=[CH:8][CH:9]=[CH:10][CH:11]=2)[NH:6][CH:5]=1.[O:13]1[C:17]2[CH:18]=[CH:19][C:20]([CH:22]=O)=[CH:21][C:16]=2[CH2:15][CH2:14]1.C(O)(C(F)(F)F)=O.C([O-])(O)=O.[Na+]. (4) Reactant: [F:1][C:2]1[CH:3]=[C:4]([CH:40]=[CH:41][C:42]=1[O:43][CH3:44])[CH2:5][O:6][P:7]([C:20]1[CH:39]=[CH:38][C:23]([O:24][C:25]2[CH:26]=[C:27]([CH:31]=[C:32]([O:34][CH:35]([CH3:37])[CH3:36])[CH:33]=2)[C:28]([OH:30])=O)=[CH:22][CH:21]=1)([O:9][CH2:10][C:11]1[CH:16]=[CH:15][C:14]([O:17][CH3:18])=[C:13]([F:19])[CH:12]=1)=[O:8].[NH2:45][C:46]1[S:47][CH:48]=[CH:49][N:50]=1.CN(C(ON1N=NC2C=CC=NC1=2)=[N+](C)C)C.F[P-](F)(F)(F)(F)F.C(N(C(C)C)CC)(C)C. Product: [F:19][C:13]1[CH:12]=[C:11]([CH:16]=[CH:15][C:14]=1[O:17][CH3:18])[CH2:10][O:9][P:7]([C:20]1[CH:21]=[CH:22][C:23]([O:24][C:25]2[CH:26]=[C:27]([C:28](=[O:30])[NH:45][C:46]3[S:47][CH:48]=[CH:49][N:50]=3)[CH:31]=[C:32]([O:34][CH:35]([CH3:36])[CH3:37])[CH:33]=2)=[CH:38][CH:39]=1)(=[O:8])[O:6][CH2:5][C:4]1[CH:40]=[CH:41][C:42]([O:43][CH3:44])=[C:2]([F:1])[CH:3]=1. The catalyst class is: 31. (5) Reactant: C[O:2][C:3]([C:5]1[CH:6]=[C:7]([C:31]2[CH:36]=[CH:35][CH:34]=[CH:33][CH:32]=2)[CH:8]=[C:9]([NH:11][C:12]([O:14][CH2:15][C:16]2[O:17][C:18]3[CH:24]=[CH:23][C:22]([C:25]4[CH:30]=[CH:29][CH:28]=[CH:27][CH:26]=4)=[CH:21][C:19]=3[CH:20]=2)=[O:13])[CH:10]=1)=[O:4].[Li+].[OH-]. Product: [C:25]1([C:22]2[CH:23]=[CH:24][C:18]3[O:17][C:16]([CH2:15][O:14][C:12]([NH:11][C:9]4[CH:10]=[C:5]([C:3]([OH:4])=[O:2])[CH:6]=[C:7]([C:31]5[CH:32]=[CH:33][CH:34]=[CH:35][CH:36]=5)[CH:8]=4)=[O:13])=[CH:20][C:19]=3[CH:21]=2)[CH:30]=[CH:29][CH:28]=[CH:27][CH:26]=1. The catalyst class is: 1. (6) Reactant: CC(C[AlH]CC(C)C)C.[Si:10]([O:17][C@H:18]([CH2:36][CH2:37][C@H:38]([CH3:99])[CH2:39][C@@H:40]([CH3:98])[C@@H:41]([O:90][Si:91]([C:94]([CH3:97])([CH3:96])[CH3:95])([CH3:93])[CH3:92])[C@@H:42]([CH3:89])/[CH:43]=[CH:44]\[C@@H:45]([O:81][Si:82]([C:85]([CH3:88])([CH3:87])[CH3:86])([CH3:84])[CH3:83])[CH2:46][C@H:47]([O:73][Si:74]([C:77]([CH3:80])([CH3:79])[CH3:78])([CH3:76])[CH3:75])[C@@H:48]([CH3:72])/[CH:49]=[CH:50]/[CH2:51][O:52][C:53]([C:66]1[CH:71]=[CH:70][CH:69]=[CH:68][CH:67]=1)([C:60]1[CH:65]=[CH:64][CH:63]=[CH:62][CH:61]=1)[C:54]1[CH:59]=[CH:58][CH:57]=[CH:56][CH:55]=1)[C@@H:19]([C@@H:21]1[C@@H:26]([CH3:27])[CH2:25][O:24][CH:23]([C:28]2[CH:33]=[CH:32][C:31]([O:34][CH3:35])=[CH:30][CH:29]=2)[O:22]1)[CH3:20])([C:13]([CH3:16])([CH3:15])[CH3:14])([CH3:12])[CH3:11]. The catalyst class is: 2. Product: [CH3:35][O:34][C:31]1[CH:30]=[CH:29][C:28]([CH2:23][O:22][C@H:21]([C@@H:19]([CH3:20])[C@H:18]([O:17][Si:10]([C:13]([CH3:14])([CH3:15])[CH3:16])([CH3:11])[CH3:12])[CH2:36][CH2:37][C@H:38]([CH3:99])[CH2:39][C@@H:40]([CH3:98])[C@@H:41]([O:90][Si:91]([C:94]([CH3:97])([CH3:96])[CH3:95])([CH3:93])[CH3:92])[C@@H:42]([CH3:89])/[CH:43]=[CH:44]\[C@@H:45]([O:81][Si:82]([C:85]([CH3:86])([CH3:87])[CH3:88])([CH3:84])[CH3:83])[CH2:46][C@H:47]([O:73][Si:74]([C:77]([CH3:80])([CH3:79])[CH3:78])([CH3:76])[CH3:75])[C@@H:48]([CH3:72])/[CH:49]=[CH:50]/[CH2:51][O:52][C:53]([C:54]2[CH:59]=[CH:58][CH:57]=[CH:56][CH:55]=2)([C:60]2[CH:61]=[CH:62][CH:63]=[CH:64][CH:65]=2)[C:66]2[CH:71]=[CH:70][CH:69]=[CH:68][CH:67]=2)[C@@H:26]([CH3:27])[CH2:25][OH:24])=[CH:33][CH:32]=1. (7) Reactant: C1C=CC(P(N=[N+]=[N-])(C2C=CC=CC=2)=[O:8])=CC=1.[CH3:18][P:19]([CH2:22][C:23]1[CH:24]=[C:25]([N:29]2[C:33](C(O)=O)=[CH:32][C:31]([CH:37]([CH3:39])[CH3:38])=[N:30]2)[CH:26]=[CH:27][CH:28]=1)([CH3:21])=[O:20].CC[N:42]([CH2:45]C)CC.[NH2:47][C:48]1[C:57]2[C:52](=[CH:53][CH:54]=[CH:55][CH:56]=2)[C:51]([O:58][C:59]2[CH:64]=[CH:63][N:62]=[C:61]([NH:65][C:66]3[CH:71]=[C:70]([O:72][CH2:73][CH2:74][N:75]4[CH2:80][CH2:79][O:78][CH2:77][CH2:76]4)[CH:69]=[C:68]([O:81][CH3:82])[CH:67]=3)[CH:60]=2)=[CH:50][CH:49]=1. Product: [CH3:21][P:19]([CH2:22][C:23]1[CH:24]=[C:25]([N:29]2[C:33]([NH:42][C:45]([NH:47][C:48]3[C:57]4[C:52](=[CH:53][CH:54]=[CH:55][CH:56]=4)[C:51]([O:58][C:59]4[CH:64]=[CH:63][N:62]=[C:61]([NH:65][C:66]5[CH:71]=[C:70]([O:72][CH2:73][CH2:74][N:75]6[CH2:76][CH2:77][O:78][CH2:79][CH2:80]6)[CH:69]=[C:68]([O:81][CH3:82])[CH:67]=5)[CH:60]=4)=[CH:50][CH:49]=3)=[O:8])=[CH:32][C:31]([CH:37]([CH3:38])[CH3:39])=[N:30]2)[CH:26]=[CH:27][CH:28]=1)([CH3:18])=[O:20]. The catalyst class is: 726.